This data is from Forward reaction prediction with 1.9M reactions from USPTO patents (1976-2016). The task is: Predict the product of the given reaction. Given the reactants [CH2:1]([O:3][CH:4]([O:8][CH2:9][CH3:10])[CH2:5][CH2:6][NH2:7])[CH3:2].[S:11]1[C:15]2[CH:16]=[CH:17][CH:18]=[CH:19][C:14]=2[CH:13]=[C:12]1[C:20]([NH:22][C@H:23]([C:28]([OH:30])=O)[CH2:24][CH:25]([CH3:27])[CH3:26])=[O:21].[CH3:31]N1CCOCC1.CCN=C=NCCCN(C)C.Cl.[NH4+].[Cl-], predict the reaction product. The product is: [CH2:1]([O:3][CH:4]([O:8][CH2:9][CH3:10])[CH2:5][CH2:6][NH:7][C:28](=[O:30])[C@H:23]([CH2:24][CH:25]([CH3:26])[CH3:27])[NH:22][C:20]([C:12]1[S:11][C:15](/[CH:16]=[CH:17]\[CH3:31])=[C:14]([CH:19]=[CH2:18])[CH:13]=1)=[O:21])[CH3:2].